Dataset: Full USPTO retrosynthesis dataset with 1.9M reactions from patents (1976-2016). Task: Predict the reactants needed to synthesize the given product. (1) Given the product [Cl:22][CH2:21][CH2:20][CH2:19][CH:9]([C:3]1[CH:4]=[CH:5][C:6]([F:8])=[CH:7][C:2]=1[Cl:1])[C:10]([OH:12])=[O:11], predict the reactants needed to synthesize it. The reactants are: [Cl:1][C:2]1[CH:7]=[C:6]([F:8])[CH:5]=[CH:4][C:3]=1[CH2:9][C:10]([OH:12])=[O:11].C([Li])CCC.Br[CH2:19][CH2:20][CH2:21][Cl:22]. (2) Given the product [N:24]1[C:25]2[C:30](=[CH:29][CH:28]=[CH:27][CH:26]=2)[CH:31]=[CH:32][C:23]=1[N:2]1[CH2:3][CH2:4][CH:5]([C:8]2[C:9]([N:14]3[CH2:19][CH2:18][CH:17]([CH2:20][OH:21])[CH2:16][CH2:15]3)=[N:10][CH:11]=[CH:12][N:13]=2)[CH2:6][CH2:7]1, predict the reactants needed to synthesize it. The reactants are: Cl.[NH:2]1[CH2:7][CH2:6][CH:5]([C:8]2[C:9]([N:14]3[CH2:19][CH2:18][CH:17]([CH2:20][OH:21])[CH2:16][CH2:15]3)=[N:10][CH:11]=[CH:12][N:13]=2)[CH2:4][CH2:3]1.Cl[C:23]1[CH:32]=[CH:31][C:30]2[C:25](=[CH:26][CH:27]=[CH:28][CH:29]=2)[N:24]=1.C([O-])([O-])=O.[Cs+].[Cs+]. (3) Given the product [NH2:1][C:2]1[CH:3]=[CH:4][C:5]([C:8]([O:10][CH3:11])=[O:9])=[N:6][C:7]=1[I:14], predict the reactants needed to synthesize it. The reactants are: [NH2:1][C:2]1[CH:3]=[CH:4][C:5]([C:8]([O:10][CH3:11])=[O:9])=[N:6][CH:7]=1.II.[I:14]([O-])(=O)(=O)=O.[Na+].S([O-])([O-])=O.[Na+].[Na+]. (4) Given the product [CH2:44]([NH:47][CH2:27]/[CH:26]=[CH:25]\[C:19]1[CH:20]=[C:21]([F:24])[CH:22]=[CH:23][C:18]=1[S:15]([NH:14][C:29]1[C:38]([C:39]([O:41][CH3:42])=[O:40])=[C:37]2[C:32]([CH:33]3[CH2:43][CH:34]3[CH2:35][O:36]2)=[CH:31][CH:30]=1)(=[O:17])=[O:16])[CH3:45], predict the reactants needed to synthesize it. The reactants are: CS(OS(C)(=O)=O)(=O)=O.COC([N:14]([C:29]1[C:38]([C:39]([O:41][CH3:42])=[O:40])=[C:37]2[C:32]([CH:33]3[CH2:43][CH:34]3[CH2:35][O:36]2)=[CH:31][CH:30]=1)[S:15]([C:18]1[CH:23]=[CH:22][C:21]([F:24])=[CH:20][C:19]=1/[CH:25]=[CH:26]\[CH2:27]O)(=[O:17])=[O:16])=O.[CH:44]([N:47](C(C)C)CC)(C)[CH3:45].C(N)C. (5) Given the product [F:12][C:13]1[CH:14]=[C:15]([CH:37]=[CH:38][CH:39]=1)[CH2:16][C:17]1[CH:18]=[CH:19][C:20]([C:21]([NH:23][CH2:24][CH2:25][C:26]2[C:3]3[C:4](=[CH:6][C:7]([F:10])=[C:8]([F:9])[C:2]=3[F:1])[NH:5][C:27]=2[Si:28]([CH2:29][CH3:30])([CH2:31][CH3:32])[CH2:33][CH3:34])=[O:22])=[CH:35][CH:36]=1, predict the reactants needed to synthesize it. The reactants are: [F:1][C:2]1[C:3](I)=[C:4]([CH:6]=[C:7]([F:10])[C:8]=1[F:9])[NH2:5].[F:12][C:13]1[CH:14]=[C:15]([CH:37]=[CH:38][CH:39]=1)[CH2:16][C:17]1[CH:36]=[CH:35][C:20]([C:21]([NH:23][CH2:24][CH2:25][C:26]#[C:27][Si:28]([CH2:33][CH3:34])([CH2:31][CH3:32])[CH2:29][CH3:30])=[O:22])=[CH:19][CH:18]=1.[Cl-].[Li+].C(=O)([O-])[O-].[Na+].[Na+]. (6) Given the product [C:15]([C:19]1[CH:20]=[CH:21][C:22]([C:23]([NH:14][C:12]2[C:10](=[O:11])[NH:9][CH:8]=[C:7]([C:6]3[CH:1]=[CH:2][N:3]=[CH:4][CH:5]=3)[CH:13]=2)=[O:24])=[CH:26][CH:27]=1)([CH3:18])([CH3:16])[CH3:17], predict the reactants needed to synthesize it. The reactants are: [CH:1]1[C:6]([C:7]2[CH:13]=[C:12]([NH2:14])[C:10](=[O:11])[NH:9][CH:8]=2)=[CH:5][CH:4]=[N:3][CH:2]=1.[C:15]([C:19]1[CH:27]=[CH:26][C:22]([C:23](Cl)=[O:24])=[CH:21][CH:20]=1)([CH3:18])([CH3:17])[CH3:16]. (7) Given the product [CH3:12][O:11][C:3]1[CH:4]=[C:5]([C:46]#[C:45][Si:42]([CH3:44])([CH3:43])[CH3:41])[C:6]([O:8][CH3:9])=[CH:7][C:2]=1[C:26]#[C:31][Si:42]([CH3:44])([CH3:43])[CH3:41], predict the reactants needed to synthesize it. The reactants are: Br[C:2]1[CH:7]=[C:6]([O:8][CH3:9])[C:5](Br)=[CH:4][C:3]=1[O:11][CH3:12].C1(P([C:26]2[CH:31]=CC=CC=2)C2C=CC=CC=2)C=CC=CC=1.CCN(C(C)C)C(C)C.[CH3:41][Si:42]([C:45]#[CH:46])([CH3:44])[CH3:43]. (8) The reactants are: [Cl:1][CH2:2][CH2:3][CH2:4][C:5]([C:7]1[CH:12]=[CH:11][C:10]([CH:13]([CH3:15])[CH3:14])=[CH:9][CH:8]=1)=[O:6].[Br:16]N1C(=O)CCC1=O.CC(N=NC(C#N)(C)C)(C#N)C. Given the product [Br:16][C:13]([C:10]1[CH:9]=[CH:8][C:7]([C:5](=[O:6])[CH2:4][CH2:3][CH2:2][Cl:1])=[CH:12][CH:11]=1)([CH3:15])[CH3:14], predict the reactants needed to synthesize it. (9) Given the product [CH3:23][O:19][C:18](=[O:20])[C@H:9]([CH2:8][C:7]1[CH:21]=[CH:22][C:4]([N+:1]([O-:3])=[O:2])=[CH:5][CH:6]=1)[NH:10][C:11]([O:13][C:14]([CH3:17])([CH3:16])[CH3:15])=[O:12], predict the reactants needed to synthesize it. The reactants are: [N+:1]([C:4]1[CH:22]=[CH:21][C:7]([CH2:8][C@@H:9]([C:18]([OH:20])=[O:19])[NH:10][C:11]([O:13][C:14]([CH3:17])([CH3:16])[CH3:15])=[O:12])=[CH:6][CH:5]=1)([O-:3])=[O:2].[C:23](=O)([O-])[O-].[Na+].[Na+].CI. (10) Given the product [CH3:1][S:2][C:3]1[CH:8]=[CH:7][C:6]([O:9][C:11]2[CH:18]=[CH:17][C:14]([C:15]#[N:16])=[CH:13][CH:12]=2)=[CH:5][CH:4]=1, predict the reactants needed to synthesize it. The reactants are: [CH3:1][S:2][C:3]1[CH:8]=[CH:7][C:6]([OH:9])=[CH:5][CH:4]=1.F[C:11]1[CH:18]=[CH:17][C:14]([C:15]#[N:16])=[CH:13][CH:12]=1.C(=O)([O-])[O-].[Cs+].[Cs+].